From a dataset of TCR-epitope binding with 47,182 pairs between 192 epitopes and 23,139 TCRs. Binary Classification. Given a T-cell receptor sequence (or CDR3 region) and an epitope sequence, predict whether binding occurs between them. (1) The epitope is VLWAHGFEL. The TCR CDR3 sequence is CASSFTADTGELFF. Result: 1 (the TCR binds to the epitope). (2) The epitope is YLNTLTLAV. The TCR CDR3 sequence is CASSPAGQGYEQYF. Result: 0 (the TCR does not bind to the epitope).